From a dataset of Full USPTO retrosynthesis dataset with 1.9M reactions from patents (1976-2016). Predict the reactants needed to synthesize the given product. Given the product [F:25][C:23]1[CH:22]=[C:21]2[C:16]([C:17](=[O:26])[NH:18][CH:19]=[N:20]2)=[C:15]([O:7][CH:8]2[CH2:13][CH2:12][O:11][CH2:10][CH2:9]2)[CH:24]=1, predict the reactants needed to synthesize it. The reactants are: CC(C)([O-])C.[K+].[OH:7][CH:8]1[CH2:13][CH2:12][O:11][CH2:10][CH2:9]1.F[C:15]1[CH:24]=[C:23]([F:25])[CH:22]=[C:21]2[C:16]=1[C:17](=[O:26])[NH:18][CH:19]=[N:20]2.O.